From a dataset of Full USPTO retrosynthesis dataset with 1.9M reactions from patents (1976-2016). Predict the reactants needed to synthesize the given product. Given the product [CH:22]1([NH:21][C:20]([NH:19][CH:16]2[CH2:15][CH2:14][CH2:13][CH2:18][CH2:17]2)=[O:1])[CH2:27][CH2:26][CH2:25][CH2:24][CH2:23]1, predict the reactants needed to synthesize it. The reactants are: [OH:1]C1C=C(O)C=CC=1CC(O)=O.[CH2:13]1[CH2:18][CH2:17][CH:16]([N:19]=[C:20]=[N:21][CH:22]2[CH2:27][CH2:26][CH2:25][CH2:24][CH2:23]2)[CH2:15][CH2:14]1.